Dataset: Peptide-MHC class I binding affinity with 185,985 pairs from IEDB/IMGT. Task: Regression. Given a peptide amino acid sequence and an MHC pseudo amino acid sequence, predict their binding affinity value. This is MHC class I binding data. (1) The peptide sequence is RIRQQLPLY. The MHC is HLA-A11:01 with pseudo-sequence HLA-A11:01. The binding affinity (normalized) is 0.416. (2) The peptide sequence is QSKYCHGILLK. The MHC is Mamu-A01 with pseudo-sequence Mamu-A01. The binding affinity (normalized) is 0.106.